Dataset: Full USPTO retrosynthesis dataset with 1.9M reactions from patents (1976-2016). Task: Predict the reactants needed to synthesize the given product. (1) The reactants are: [I-:1].C[O:3][C:4]1[CH:5]=[C:6]([C@@H:10]([N+:12]([CH3:22])([CH3:21])[C@H:13]([C:15]2[CH:20]=[CH:19][CH:18]=[CH:17][CH:16]=2)[CH3:14])[CH3:11])[CH:7]=[CH:8][CH:9]=1.COS([O-])(=O)=O.COC1C=C([C@@H]([N+](C)(C)[C@H](C2C=CC=CC=2)C)C)C=CC=1.Br. Given the product [I-:1].[OH:3][C:4]1[CH:5]=[C:6]([C@@H:10]([N+:12]([CH3:22])([CH3:21])[C@H:13]([C:15]2[CH:20]=[CH:19][CH:18]=[CH:17][CH:16]=2)[CH3:14])[CH3:11])[CH:7]=[CH:8][CH:9]=1, predict the reactants needed to synthesize it. (2) Given the product [N:35]1([CH2:34][CH2:33][CH2:32][NH:31][C:14]([C:7]2([CH3:17])[CH2:6][CH2:5][C:4]3[C:9](=[C:10]([CH3:13])[C:11]([CH3:12])=[C:2]([OH:1])[C:3]=3[CH3:18])[O:8]2)=[O:16])[CH:39]=[CH:38][N:37]=[CH:36]1, predict the reactants needed to synthesize it. The reactants are: [OH:1][C:2]1[C:3]([CH3:18])=[C:4]2[C:9](=[C:10]([CH3:13])[C:11]=1[CH3:12])[O:8][C:7]([CH3:17])([C:14]([OH:16])=O)[CH2:6][CH2:5]2.C1N=CN(C(N2C=NC=C2)=O)C=1.[NH2:31][CH2:32][CH2:33][CH2:34][N:35]1[CH:39]=[CH:38][N:37]=[CH:36]1. (3) Given the product [OH:1][C:2]1[CH:3]=[C:4]2[C:9](=[CH:10][CH:11]=1)[N:8]=[C:7]([N:12]1[CH2:13][CH2:14][CH:15]([C:18]([OH:20])=[O:19])[CH2:16][CH2:17]1)[N:6]=[CH:5]2, predict the reactants needed to synthesize it. The reactants are: [OH:1][C:2]1[CH:3]=[C:4]2[C:9](=[CH:10][CH:11]=1)[N:8]=[C:7]([N:12]1[CH2:17][CH2:16][CH:15]([C:18]([O:20]C)=[O:19])[CH2:14][CH2:13]1)[N:6]=[CH:5]2.[OH-].[Na+].Cl. (4) Given the product [CH2:1]([O:16][C:15](=[O:17])[C:14]1[CH:18]=[CH:19][C:11]([CH:9]=[O:10])=[C:12]([O:20][CH2:1][C:2]2[CH:7]=[CH:6][CH:5]=[CH:4][CH:3]=2)[CH:13]=1)[C:2]1[CH:7]=[CH:6][CH:5]=[CH:4][CH:3]=1, predict the reactants needed to synthesize it. The reactants are: [CH2:1](Br)[C:2]1[CH:7]=[CH:6][CH:5]=[CH:4][CH:3]=1.[CH:9]([C:11]1[CH:19]=[CH:18][C:14]([C:15]([OH:17])=[O:16])=[CH:13][C:12]=1[OH:20])=[O:10].C(=O)([O-])[O-].[K+].[K+]. (5) Given the product [CH2:19]([N:9]([CH2:2][C:3]1[CH:8]=[CH:7][CH:6]=[CH:5][CH:4]=1)[C:10]1[CH:15]=[C:14]([CH3:16])[C:13]([I:17])=[CH:12][C:11]=1[CH3:18])[C:20]1[CH:21]=[CH:22][CH:23]=[CH:24][CH:25]=1, predict the reactants needed to synthesize it. The reactants are: Cl.[CH2:2]([N:9]([CH2:19][C:20]1[CH:25]=[CH:24][CH:23]=[CH:22][CH:21]=1)[C:10]1[CH:15]=[C:14]([CH3:16])[C:13]([I:17])=[CH:12][C:11]=1[CH3:18])[C:3]1[CH:8]=[CH:7][CH:6]=[CH:5][CH:4]=1.[OH-].[Na+].